This data is from Reaction yield outcomes from USPTO patents with 853,638 reactions. The task is: Predict the reaction yield, written as a fraction of the theoretical maximum amount of product (1.0 means a 100% yield; for example, 0.34 means a 34% yield). (1) The reactants are Cl[C:2]1[C:11]2[C:6](=[CH:7][C:8]([O:14][CH2:15][CH2:16][CH2:17][N:18]3[CH2:23][CH2:22][O:21][CH2:20][CH2:19]3)=[C:9]([O:12][CH3:13])[CH:10]=2)[N:5]=[CH:4][N:3]=1.C(=O)([O-])[O-].[K+].[K+].[OH:30][C:31]1[CH:32]=[C:33]2[C:38](=[CH:39][CH:40]=1)[N:37]=[CH:36][CH:35]=[CH:34]2.[OH-].[Na+]. The catalyst is CN(C=O)C. The product is [CH3:13][O:12][C:9]1[CH:10]=[C:11]2[C:6](=[CH:7][C:8]=1[O:14][CH2:15][CH2:16][CH2:17][N:18]1[CH2:23][CH2:22][O:21][CH2:20][CH2:19]1)[N:5]=[CH:4][N:3]=[C:2]2[O:30][C:31]1[CH:32]=[C:33]2[C:38](=[CH:39][CH:40]=1)[N:37]=[CH:36][CH:35]=[CH:34]2. The yield is 0.550. (2) The reactants are ClC(Cl)(O[C:5](=[O:11])OC(Cl)(Cl)Cl)Cl.[O:13]1[CH2:18][CH:17]=[C:16]([C:19]2[N:24]=[C:23]([N:25]3[CH2:30][CH2:29][O:28][CH2:27][CH2:26]3)[N:22]=[C:21]([C:31]3[CH:36]=[CH:35][C:34]([NH2:37])=[CH:33][CH:32]=3)[N:20]=2)[CH2:15][CH2:14]1.[NH2:38][C:39]1[CH:44]=[CH:43][N:42]=[CH:41][CH:40]=1.CCN(CC)CC. The catalyst is C(Cl)Cl. The product is [O:13]1[CH2:14][CH:15]=[C:16]([C:19]2[N:24]=[C:23]([N:25]3[CH2:26][CH2:27][O:28][CH2:29][CH2:30]3)[N:22]=[C:21]([C:31]3[CH:36]=[CH:35][C:34]([NH:37][C:5]([NH:38][C:39]4[CH:44]=[CH:43][N:42]=[CH:41][CH:40]=4)=[O:11])=[CH:33][CH:32]=3)[N:20]=2)[CH2:17][CH2:18]1. The yield is 0.220. (3) The reactants are [Li+].[CH3:2][CH:3]([N-:5][CH:6]([CH3:8])[CH3:7])[CH3:4].I[C:10]1[CH:16]=[CH:15][C:13]([NH2:14])=[CH:12][CH:11]=1.[C:17]([O-:20])([O-])=O.[K+].[K+]. The catalyst is C1C=CC(P(C2C=CC=CC=2)[C-]2C=CC=C2)=CC=1.C1C=CC(P(C2C=CC=CC=2)[C-]2C=CC=C2)=CC=1.Cl[Pd]Cl.[Fe+2].CN(C=O)C. The product is [NH2:14][C:13]1[CH:15]=[CH:16][C:10]([C:11]2[N:5]([CH:6]3[CH2:8][CH2:7]3)[C:3]3[C:4]([C:12]=2[C:13]#[N:14])=[CH:10][CH:16]=[C:15]([O:20][CH3:17])[CH:2]=3)=[CH:11][CH:12]=1. The yield is 0.750. (4) The reactants are O[C:2]1[C:11]2[C:6](=[CH:7][CH:8]=[CH:9][CH:10]=2)[CH:5]=[N:4][C:3]=1[N+]([O-])=O.P(Cl)(Cl)[Cl:16]. No catalyst specified. The product is [Cl:16][C:3]1[CH:2]=[CH:11][C:6]2[C:5](=[CH:10][CH:9]=[CH:8][CH:7]=2)[N:4]=1. The yield is 0.425. (5) The yield is 0.570. The product is [CH:3]12[O:21][CH:4]1[CH2:5][N:1]([C:6]([O:8][C:9]([CH3:12])([CH3:11])[CH3:10])=[O:7])[CH2:2]2. The catalyst is ClCCl. The reactants are [N:1]1([C:6]([O:8][C:9]([CH3:12])([CH3:11])[CH3:10])=[O:7])[CH2:5][CH:4]=[CH:3][CH2:2]1.ClC1C=CC=C(C(OO)=[O:21])C=1. (6) The yield is 0.360. The catalyst is C(O)C. The reactants are [Cl:1][C:2]1[CH:7]=[C:6](Cl)[CH:5]=[C:4]([Cl:9])[N:3]=1.Cl.[CH:11]1([C:14]2([F:18])[CH2:17][NH:16][CH2:15]2)[CH2:13][CH2:12]1.CCN(C(C)C)C(C)C. The product is [Cl:1][C:2]1[CH:7]=[C:6]([N:16]2[CH2:17][C:14]([CH:11]3[CH2:13][CH2:12]3)([F:18])[CH2:15]2)[CH:5]=[C:4]([Cl:9])[N:3]=1. (7) The reactants are [C:1]([C:4]1[CH:9]=[C:8](Br)[N:7]=[C:6]2[CH:11]=[C:12]([C:14]3[CH:19]=[CH:18][N:17]=[C:16]([NH:20][C:21](=[O:23])[CH3:22])[CH:15]=3)[NH:13][C:5]=12)(=[O:3])[CH3:2].[H][H]. The catalyst is CO. The product is [OH:3][CH:1]([C:4]1[CH:9]=[CH:8][N:7]=[C:6]2[CH:11]=[C:12]([C:14]3[CH:19]=[CH:18][N:17]=[C:16]([NH:20][C:21](=[O:23])[CH3:22])[CH:15]=3)[NH:13][C:5]=12)[CH3:2]. The yield is 0.840.